This data is from Reaction yield outcomes from USPTO patents with 853,638 reactions. The task is: Predict the reaction yield, written as a fraction of the theoretical maximum amount of product (1.0 means a 100% yield; for example, 0.34 means a 34% yield). (1) The reactants are C(OCC1C(C2N=C(NC3C=CC(C4CCNCC4)=CC=3)C(=O)N(C)C=2)=CC=CC=1N1C(=O)C2SC3CCCCC=3C=2CC1)(=O)C.[C:47]([O:50][CH2:51][C:52]1[C:57]([N:58]2[CH2:69][CH2:68][N:67]3[C:60](=[CH:61][C:62]4[CH2:63][C:64]([CH3:71])([CH3:70])[CH2:65][C:66]=43)[C:59]2=[O:72])=[CH:56][C:55]([F:73])=[CH:54][C:53]=1B1OC(C)(C)C(C)(C)O1)(=[O:49])[CH3:48].[N:83]1([CH2:87][C:88]2[N:92]([CH3:93])[N:91]=[C:90]([NH:94][C:95]3[C:96](=[O:103])[N:97]([CH3:102])[CH:98]=[C:99](Br)[CH:100]=3)[CH:89]=2)[CH2:86][CH2:85][CH2:84]1.C(=O)([O-])[O-].[Na+].[Na+]. The catalyst is C1C=CC([P]([Pd]([P](C2C=CC=CC=2)(C2C=CC=CC=2)C2C=CC=CC=2)([P](C2C=CC=CC=2)(C2C=CC=CC=2)C2C=CC=CC=2)[P](C2C=CC=CC=2)(C2C=CC=CC=2)C2C=CC=CC=2)(C2C=CC=CC=2)C2C=CC=CC=2)=CC=1.C(Cl)Cl.CO.COCCOC. The product is [N:83]1([CH2:87][C:88]2[N:92]([CH3:93])[N:91]=[C:90]([NH:94][C:95]3[C:96](=[O:103])[N:97]([CH3:102])[CH:98]=[C:99]([C:53]4[C:52]([CH2:51][O:50][C:47](=[O:49])[CH3:48])=[C:57]([N:58]5[CH2:69][CH2:68][N:67]6[C:60](=[CH:61][C:62]7[CH2:63][C:64]([CH3:70])([CH3:71])[CH2:65][C:66]=76)[C:59]5=[O:72])[CH:56]=[C:55]([F:73])[CH:54]=4)[CH:100]=3)[CH:89]=2)[CH2:84][CH2:85][CH2:86]1. The yield is 0.430. (2) The reactants are Cl[C:2]1[C:7]([Cl:8])=[N:6][CH:5]=[CH:4][N:3]=1.[CH3:9][O:10][CH2:11][CH2:12][NH2:13]. No catalyst specified. The product is [Cl:8][C:7]1[C:2]([NH:13][CH2:12][CH2:11][O:10][CH3:9])=[N:3][CH:4]=[CH:5][N:6]=1. The yield is 0.790. (3) The reactants are [CH3:1][C:2]1[C:11]([N+:12]([O-])=O)=[C:10]([CH3:15])[CH:9]=[CH:8][C:3]=1[C:4]([O:6][CH3:7])=[O:5]. The catalyst is CO.[Pd]. The product is [NH2:12][C:11]1[C:2]([CH3:1])=[C:3]([CH:8]=[CH:9][C:10]=1[CH3:15])[C:4]([O:6][CH3:7])=[O:5]. The yield is 0.650. (4) The reactants are [CH:1]1([N:6]2[C:15]3[N:14]=[C:13]([C:16]4[CH:21]=[CH:20][N:19]=[C:18](F)[CH:17]=4)[N:12]=[CH:11][C:10]=3[N:9]([CH3:23])[C:8](=[O:24])[C@H:7]2[CH2:25][CH3:26])[CH2:5][CH2:4][CH2:3][CH2:2]1.C([O-])(O)=[O:28].[Na+]. The catalyst is C(O)=O. The product is [CH:1]1([N:6]2[C:15]3[N:14]=[C:13]([C:16]4[CH:21]=[CH:20][N:19]=[C:18]([OH:28])[CH:17]=4)[N:12]=[CH:11][C:10]=3[N:9]([CH3:23])[C:8](=[O:24])[C@H:7]2[CH2:25][CH3:26])[CH2:5][CH2:4][CH2:3][CH2:2]1. The yield is 0.800. (5) The reactants are [CH3:1][C:2]1[C:16](=[O:17])[N:15]=[C:14]2[N:4]([C@@H:5]3[O:9][C@H:8]([CH2:10][OH:11])[C@@H:7]([OH:12])[C@@H:6]3[O:13]2)[CH:3]=1.[CH3:18][O:19][CH2:20][CH2:21][O:22]B([O:22][CH2:21][CH2:20][O:19][CH3:18])[O:22][CH2:21][CH2:20][O:19][CH3:18]. The catalyst is COCCO. The product is [CH3:18][O:19][CH2:20][CH2:21][O:22][C@@H:6]1[C@H:7]([OH:12])[C@@H:8]([CH2:10][OH:11])[O:9][C@H:5]1[N:4]1[CH:3]=[C:2]([CH3:1])[C:16](=[O:17])[NH:15][C:14]1=[O:13]. The yield is 0.630. (6) The reactants are CN(C(O[N:16]1N=[N:16][C:11]2[CH:12]=[CH:13][CH:13]=[CH:12][C:11]1=2)=[N+](C)C)C.[B-](F)(F)(F)F.C(NC(C)C)(C)C.[CH2:30]([N:32]1[C:36]([C:37](=[O:54])[NH:38][C:39]2[CH:44]=[CH:43][N:42]3[CH:45]=[C:46]([C:48]4[CH:53]=[CH:52][CH:51]=[CH:50][CH:49]=4)[N:47]=[C:41]3[CH:40]=2)=[C:35]([C:55](O)=[O:56])[CH:34]=[N:33]1)[CH3:31].N1CCC1. The catalyst is CN(C=O)C.O.CC#N. The product is [C:48]1([C:46]2[N:47]=[C:41]3[CH:40]=[C:39]([NH:38][C:37]([C:36]4[N:32]([CH2:30][CH3:31])[N:33]=[CH:34][C:35]=4[C:55]([N:16]4[CH2:13][CH2:12][CH2:11]4)=[O:56])=[O:54])[CH:44]=[CH:43][N:42]3[CH:45]=2)[CH:49]=[CH:50][CH:51]=[CH:52][CH:53]=1. The yield is 0.240. (7) The yield is 0.600. The product is [Cl:34][C:29]1[CH:28]=[C:27]([C:24]([C:21]2[N:20]([C:35]3[CH:36]=[CH:37][C:38]([F:41])=[CH:39][CH:40]=3)[C:19]([CH2:18][O:1][CH:2]3[CH2:3][CH2:4][N:5]([C:8]([O:10][C:11]([CH3:14])([CH3:13])[CH3:12])=[O:9])[CH2:6][CH2:7]3)=[N:23][CH:22]=2)([CH3:26])[CH3:25])[CH:32]=[CH:31][C:30]=1[Cl:33]. The catalyst is C1COCC1. The reactants are [OH:1][CH:2]1[CH2:7][CH2:6][N:5]([C:8]([O:10][C:11]([CH3:14])([CH3:13])[CH3:12])=[O:9])[CH2:4][CH2:3]1.[H-].[Na+].Cl[CH2:18][C:19]1[N:20]([C:35]2[CH:40]=[CH:39][C:38]([F:41])=[CH:37][CH:36]=2)[C:21]([C:24]([C:27]2[CH:32]=[CH:31][C:30]([Cl:33])=[C:29]([Cl:34])[CH:28]=2)([CH3:26])[CH3:25])=[CH:22][N:23]=1.